Dataset: Full USPTO retrosynthesis dataset with 1.9M reactions from patents (1976-2016). Task: Predict the reactants needed to synthesize the given product. Given the product [Br:16][C:17]1[CH:18]=[CH:19][C:20]([C:23]([N:13]2[CH2:12][CH2:11][N:10]([C:3]3[C:2]([CH3:1])=[CH:7][C:6]([CH3:8])=[C:5]([CH3:9])[N:4]=3)[CH2:15][CH2:14]2)=[O:24])=[N:21][CH:22]=1, predict the reactants needed to synthesize it. The reactants are: [CH3:1][C:2]1[C:3]([N:10]2[CH2:15][CH2:14][NH:13][CH2:12][CH2:11]2)=[N:4][C:5]([CH3:9])=[C:6]([CH3:8])[CH:7]=1.[Br:16][C:17]1[CH:18]=[CH:19][C:20]([C:23](O)=[O:24])=[N:21][CH:22]=1.